This data is from Cav3 T-type calcium channel HTS with 100,875 compounds. The task is: Binary Classification. Given a drug SMILES string, predict its activity (active/inactive) in a high-throughput screening assay against a specified biological target. (1) The compound is S(c1n2c(=NC(CC(=O)NCCCC)C2=O)c2c(n1)cccc2)CC(=O)Nc1ccc(OC)cc1. The result is 0 (inactive). (2) The molecule is Brc1cc2C(O)(C3CCCCCC3=O)C(=O)Nc2cc1. The result is 0 (inactive). (3) The molecule is N1(C(c2n(nnn2)C(CC)(C)C)c2cc(ccc2)C#N)CCN(CC1)c1c(ccc(c1)C)C. The result is 0 (inactive). (4) The molecule is Brc1sc(CN2CCN(CC2)C)cc1. The result is 0 (inactive).